From a dataset of Catalyst prediction with 721,799 reactions and 888 catalyst types from USPTO. Predict which catalyst facilitates the given reaction. Reactant: FC(F)(F)C(O)=O.[C:8]([N:15]1[CH2:20][CH2:19][CH2:18][CH:17]([CH2:21][N:22]([C:27]2[CH:32]=[CH:31][CH:30]=[CH:29][CH:28]=2)[C:23](=[O:26])[CH2:24][CH3:25])[CH2:16]1)(OC(C)(C)C)=O.C(=O)[C:34]1[CH:39]=[CH:38][CH:37]=[CH:36][CH:35]=1.[BH-](OC(C)=O)(OC(C)=O)OC(C)=O.[Na+]. Product: [CH2:8]([N:15]1[CH2:20][CH2:19][CH2:18][CH:17]([CH2:21][N:22]([C:27]2[CH:28]=[CH:29][CH:30]=[CH:31][CH:32]=2)[C:23](=[O:26])[CH2:24][CH3:25])[CH2:16]1)[C:34]1[CH:39]=[CH:38][CH:37]=[CH:36][CH:35]=1. The catalyst class is: 2.